From a dataset of NCI-60 drug combinations with 297,098 pairs across 59 cell lines. Regression. Given two drug SMILES strings and cell line genomic features, predict the synergy score measuring deviation from expected non-interaction effect. (1) Drug 1: CC(C1=C(C=CC(=C1Cl)F)Cl)OC2=C(N=CC(=C2)C3=CN(N=C3)C4CCNCC4)N. Drug 2: C1CN(P(=O)(OC1)NCCCl)CCCl. Cell line: HT29. Synergy scores: CSS=9.26, Synergy_ZIP=-1.22, Synergy_Bliss=0.899, Synergy_Loewe=-10.7, Synergy_HSA=-1.27. (2) Drug 1: CCCCC(=O)OCC(=O)C1(CC(C2=C(C1)C(=C3C(=C2O)C(=O)C4=C(C3=O)C=CC=C4OC)O)OC5CC(C(C(O5)C)O)NC(=O)C(F)(F)F)O. Drug 2: CC1CCC2CC(C(=CC=CC=CC(CC(C(=O)C(C(C(=CC(C(=O)CC(OC(=O)C3CCCCN3C(=O)C(=O)C1(O2)O)C(C)CC4CCC(C(C4)OC)O)C)C)O)OC)C)C)C)OC. Cell line: MOLT-4. Synergy scores: CSS=89.1, Synergy_ZIP=6.40, Synergy_Bliss=5.88, Synergy_Loewe=3.35, Synergy_HSA=6.70. (3) Drug 1: C1C(C(OC1N2C=NC3=C(N=C(N=C32)Cl)N)CO)O. Drug 2: CC1C(C(CC(O1)OC2CC(CC3=C2C(=C4C(=C3O)C(=O)C5=CC=CC=C5C4=O)O)(C(=O)C)O)N)O. Cell line: HCT-15. Synergy scores: CSS=41.4, Synergy_ZIP=-4.69, Synergy_Bliss=-5.84, Synergy_Loewe=-5.74, Synergy_HSA=-2.07. (4) Drug 1: C1CCC(C1)C(CC#N)N2C=C(C=N2)C3=C4C=CNC4=NC=N3. Drug 2: CC1=CC2C(CCC3(C2CCC3(C(=O)C)OC(=O)C)C)C4(C1=CC(=O)CC4)C. Cell line: SK-MEL-2. Synergy scores: CSS=-8.04, Synergy_ZIP=4.09, Synergy_Bliss=-2.76, Synergy_Loewe=-9.60, Synergy_HSA=-8.96. (5) Drug 1: CC12CCC3C(C1CCC2=O)CC(=C)C4=CC(=O)C=CC34C. Drug 2: C1CN(P(=O)(OC1)NCCCl)CCCl. Cell line: CCRF-CEM. Synergy scores: CSS=45.0, Synergy_ZIP=0.460, Synergy_Bliss=4.06, Synergy_Loewe=2.84, Synergy_HSA=2.48. (6) Drug 1: C1=NC2=C(N1)C(=S)N=C(N2)N. Drug 2: CC1=C(C=C(C=C1)NC(=O)C2=CC=C(C=C2)CN3CCN(CC3)C)NC4=NC=CC(=N4)C5=CN=CC=C5. Cell line: CCRF-CEM. Synergy scores: CSS=42.7, Synergy_ZIP=3.56, Synergy_Bliss=1.15, Synergy_Loewe=-17.4, Synergy_HSA=0.519. (7) Drug 1: CC12CCC(CC1=CCC3C2CCC4(C3CC=C4C5=CN=CC=C5)C)O. Drug 2: COC1=NC(=NC2=C1N=CN2C3C(C(C(O3)CO)O)O)N. Cell line: UACC-257. Synergy scores: CSS=4.51, Synergy_ZIP=0.0803, Synergy_Bliss=0.606, Synergy_Loewe=-5.92, Synergy_HSA=-1.71.